This data is from Reaction yield outcomes from USPTO patents with 853,638 reactions. The task is: Predict the reaction yield, written as a fraction of the theoretical maximum amount of product (1.0 means a 100% yield; for example, 0.34 means a 34% yield). (1) The reactants are Cl[C:2]1[CH:11]=[CH:10][C:9]2[C:4](=[CH:5][CH:6]=[CH:7][CH:8]=2)[N:3]=1.CC1(C)C(C)(C)OB([C:20]2[CH:21]=[CH:22][C:23]([C:26]#[N:27])=[N:24][CH:25]=2)O1. No catalyst specified. The product is [N:3]1[C:4]2[C:9](=[CH:8][CH:7]=[CH:6][CH:5]=2)[CH:10]=[CH:11][C:2]=1[C:20]1[CH:21]=[CH:22][C:23]([C:26]#[N:27])=[N:24][CH:25]=1. The yield is 0.0300. (2) The reactants are [CH3:1][O:2][C:3](=[O:18])[CH:4]([CH:15]1[CH2:17][CH2:16]1)[O:5][C:6]1[C:7](Cl)=[N:8][C:9]([Cl:13])=[N:10][C:11]=1[Cl:12].C(N(CC)CC)C.[NH:26]1[CH2:31][CH2:30][O:29][CH2:28][CH2:27]1. No catalyst specified. The product is [CH3:1][O:2][C:3](=[O:18])[CH:4]([CH:15]1[CH2:17][CH2:16]1)[O:5][C:6]1[C:11]([Cl:12])=[N:10][C:9]([Cl:13])=[N:8][C:7]=1[N:26]1[CH2:31][CH2:30][O:29][CH2:28][CH2:27]1. The yield is 0.890. (3) The reactants are Cl[C:2]1[C:7]([Cl:8])=[N:6][CH:5]=[CH:4][N:3]=1.CC1(C)C(C)(C)OB([C:17]2[C:26]3[C:21](=[CH:22][CH:23]=[CH:24][CH:25]=3)[C:20]([C:27]#[N:28])=[CH:19][CH:18]=2)O1.C(=O)([O-])[O-].[Na+].[Na+]. The catalyst is O1CCOCC1. The product is [Cl:8][C:7]1[C:2]([C:17]2[C:26]3[C:21](=[CH:22][CH:23]=[CH:24][CH:25]=3)[C:20]([C:27]#[N:28])=[CH:19][CH:18]=2)=[N:3][CH:4]=[CH:5][N:6]=1. The yield is 0.680.